The task is: Predict the reactants needed to synthesize the given product.. This data is from Full USPTO retrosynthesis dataset with 1.9M reactions from patents (1976-2016). (1) Given the product [F:20][C:19]1[CH:18]=[CH:17][CH:16]=[C:15]([O:21][C:4]2[CH:9]=[CH:8][C:7]([N+:10]([O-:12])=[O:11])=[CH:6][CH:5]=2)[C:14]=1[F:13], predict the reactants needed to synthesize it. The reactants are: [H-].[Na+].F[C:4]1[CH:9]=[CH:8][C:7]([N+:10]([O-:12])=[O:11])=[CH:6][CH:5]=1.[F:13][C:14]1[C:19]([F:20])=[CH:18][CH:17]=[CH:16][C:15]=1[OH:21]. (2) Given the product [NH2:7][CH2:6][C:5]1[CH:8]=[C:9]([CH3:10])[C:2]([NH2:1])=[C:3]([I:11])[CH:4]=1, predict the reactants needed to synthesize it. The reactants are: [NH2:1][C:2]1[C:9]([CH3:10])=[CH:8][C:5]([C:6]#[N:7])=[CH:4][C:3]=1[I:11].CO. (3) The reactants are: [NH:1]([C:3]1[N:8]([CH2:9][CH:10]([CH3:12])[CH3:11])[C:7](=[O:13])[N:6]([CH3:14])[C:5](=[O:15])[CH:4]=1)[NH2:2].[Cl:16][C:17]1[CH:18]=[C:19]2[C:24](=[CH:25][CH:26]=1)[N:23]=[CH:22][CH:21]=[C:20]2[CH:27]=O.[CH3:29][N:30]1[CH:34]=[CH:33][N:32]=[C:31]1[CH:35]=O. Given the product [Cl:16][C:17]1[CH:18]=[C:19]2[C:24](=[CH:25][CH:26]=1)[N:23]=[CH:22][CH:21]=[C:20]2[CH2:27][N:2]1[C:35]([C:31]2[N:30]([CH3:29])[CH:34]=[CH:33][N:32]=2)=[C:4]2[C:3]([N:8]([CH2:9][CH:10]([CH3:11])[CH3:12])[C:7](=[O:13])[N:6]([CH3:14])[C:5]2=[O:15])=[N:1]1, predict the reactants needed to synthesize it. (4) Given the product [C:12]1([C:7]2[NH:8][C:9]3[C:4]([C:5](=[O:18])[CH:6]=2)=[CH:3][C:2]([CH:19]=[CH2:20])=[CH:11][CH:10]=3)[CH:17]=[CH:16][CH:15]=[CH:14][CH:13]=1, predict the reactants needed to synthesize it. The reactants are: Br[C:2]1[CH:3]=[C:4]2[C:9](=[CH:10][CH:11]=1)[NH:8][C:7]([C:12]1[CH:17]=[CH:16][CH:15]=[CH:14][CH:13]=1)=[CH:6][C:5]2=[O:18].[CH:19]([Sn](CCCC)(CCCC)CCCC)=[CH2:20].CCOC(C)=O.O. (5) Given the product [Br:1][C:2]1[CH:10]=[C:9]2[C:5](/[C:6](=[CH:16]/[C:15]3[CH:18]=[CH:19][CH:20]=[C:13]([Cl:12])[C:14]=3[F:21])/[C:7](=[O:11])[NH:8]2)=[CH:4][CH:3]=1, predict the reactants needed to synthesize it. The reactants are: [Br:1][C:2]1[CH:10]=[C:9]2[C:5]([CH2:6][C:7](=[O:11])[NH:8]2)=[CH:4][CH:3]=1.[Cl:12][C:13]1[C:14]([F:21])=[C:15]([CH:18]=[CH:19][CH:20]=1)[CH:16]=O.N1CCCCC1. (6) Given the product [Cl:1][C:2]1[CH:8]=[C:7]([Cl:9])[CH:6]=[CH:5][C:3]=1[NH:4][C:25](=[O:26])[CH2:24][C:20]1[CH:21]=[CH:22][CH:23]=[C:18]([O:17][CH2:16][C:10]2[CH:15]=[CH:14][CH:13]=[CH:12][CH:11]=2)[CH:19]=1, predict the reactants needed to synthesize it. The reactants are: [Cl:1][C:2]1[CH:8]=[C:7]([Cl:9])[CH:6]=[CH:5][C:3]=1[NH2:4].[C:10]1([CH2:16][O:17][C:18]2[CH:19]=[C:20]([CH2:24][C:25](Cl)=[O:26])[CH:21]=[CH:22][CH:23]=2)[CH:15]=[CH:14][CH:13]=[CH:12][CH:11]=1.C(N(CC)CC)C.C(=O)(O)[O-].[Na+].